From a dataset of Full USPTO retrosynthesis dataset with 1.9M reactions from patents (1976-2016). Predict the reactants needed to synthesize the given product. (1) Given the product [F:22][C:17]1[CH:18]=[CH:19][CH:20]=[C:21]2[C:16]=1[CH2:15][CH:14]([CH3:23])[NH:13]2, predict the reactants needed to synthesize it. The reactants are: Cl.C(O[C@H](C)C([N:13]1[C:21]2[C:16](=[C:17]([F:22])[CH:18]=[CH:19][CH:20]=2)[CH2:15][CH:14]1[CH3:23])=O)C1C=CC=CC=1.ClC1N=C(Cl)C=C(OC)N=1. (2) Given the product [CH2:40]1[N:45]([CH2:2][C:3]2[S:4][CH:5]=[C:6]([C:8]([NH:10][C:11]3[CH:19]=[C:18]([C:20]4[CH:28]=[CH:27][CH:26]=[C:25]5[C:21]=4[CH:22]=[CH:23][NH:24]5)[CH:17]=[C:16]4[C:12]=3[CH:13]=[N:14][NH:15]4)=[O:9])[N:7]=2)[CH2:44][CH2:43][N:42]2[CH2:46][CH2:47][CH2:48][C@@H:41]12, predict the reactants needed to synthesize it. The reactants are: Cl[CH2:2][C:3]1[S:4][CH:5]=[C:6]([C:8]([NH:10][C:11]2[CH:19]=[C:18]([C:20]3[CH:28]=[CH:27][CH:26]=[C:25]4[C:21]=3[CH:22]=[CH:23][NH:24]4)[CH:17]=[C:16]3[C:12]=2[CH:13]=[N:14][N:15]3S(C2C=CC=CC=2)(=O)=O)=[O:9])[N:7]=1.[I-].[Na+].[CH2:40]1[NH:45][CH2:44][CH2:43][N:42]2[CH2:46][CH2:47][CH2:48][C@@H:41]12.CCN(C(C)C)C(C)C. (3) Given the product [CH2:1]([O:3][C:4](=[O:15])[CH2:5][CH2:6][C:7]1[CH:12]=[CH:11][C:10]([O:13][CH2:17][C:18]2[C:19]([CH:34]3[CH2:36][CH2:35]3)=[N:20][C:21]([C:24]3[CH:25]=[CH:26][C:27]([C:30]([F:32])([F:33])[F:31])=[CH:28][CH:29]=3)=[N:22][CH:23]=2)=[CH:9][C:8]=1[CH3:14])[CH3:2], predict the reactants needed to synthesize it. The reactants are: [CH2:1]([O:3][C:4](=[O:15])[CH2:5][CH2:6][C:7]1[CH:12]=[CH:11][C:10]([OH:13])=[CH:9][C:8]=1[CH3:14])[CH3:2].Cl[CH2:17][C:18]1[C:19]([CH:34]2[CH2:36][CH2:35]2)=[N:20][C:21]([C:24]2[CH:29]=[CH:28][C:27]([C:30]([F:33])([F:32])[F:31])=[CH:26][CH:25]=2)=[N:22][CH:23]=1. (4) Given the product [CH3:23][C:19]1[CH:18]=[C:17]([O:8][C:5]2[CH:6]=[CH:7][C:2]([NH2:1])=[CH:3][CH:4]=2)[CH:22]=[CH:21][N:20]=1, predict the reactants needed to synthesize it. The reactants are: [NH2:1][C:2]1[CH:7]=[CH:6][C:5]([OH:8])=[CH:4][CH:3]=1.O.CC(C)([O-])C.[K+].Cl[C:17]1[CH:22]=[CH:21][N:20]=[C:19]([CH3:23])[CH:18]=1. (5) Given the product [Cl:30][C:25]1[S:24][C:23]([O:13][C:9]2[C:10]([CH3:12])=[CH:11][C:6]([N:5]=[CH:4][N:3]([CH2:1][CH3:2])[CH3:15])=[C:7]([CH3:14])[CH:8]=2)=[N:27][C:26]=1[CH:28]=[O:29], predict the reactants needed to synthesize it. The reactants are: [CH2:1]([N:3]([CH3:15])[CH:4]=[N:5][C:6]1[CH:11]=[C:10]([CH3:12])[C:9]([OH:13])=[CH:8][C:7]=1[CH3:14])[CH3:2].C(=O)([O-])[O-].[K+].[K+].Cl[C:23]1[S:24][C:25]([Cl:30])=[C:26]([CH:28]=[O:29])[N:27]=1.[Na+].[Cl-]. (6) Given the product [CH2:1]([C:3]1[CH:4]=[C:5]2[C:6](=[CH:8][CH:9]=1)[NH:7][C:3]([CH3:9])([CH3:1])[CH:4]=[C:5]2[CH3:6])[CH3:2], predict the reactants needed to synthesize it. The reactants are: [CH2:1]([C:3]1[CH:9]=[CH:8][C:6]([NH2:7])=[CH:5][CH:4]=1)[CH3:2].II. (7) The reactants are: [H-].[Na+].N[C:4]1C=CC=CC=1.[CH3:10][C:11]1[CH2:15][C:14]([CH3:16])=[C:13]([CH3:17])[C:12]=1[CH3:18].ClC[SiH:21]([C:30]1[CH:35]=[C:34]([CH3:36])[CH:33]=[C:32]([CH3:37])[CH:31]=1)[C:22]1[CH:27]=[C:26]([CH3:28])[CH:25]=[C:24]([CH3:29])[CH:23]=1.C(=O)([O-])[O-].[Na+].[Na+]. Given the product [CH3:18][C:12]1[C:11]([SiH:21]([C:30]2[CH:31]=[C:32]([CH3:37])[CH:33]=[C:34]([CH3:36])[CH:35]=2)[C:22]2[CH:23]=[C:24]([CH3:29])[CH:25]=[C:26]([CH3:28])[CH:27]=2)([CH3:10])[C:15]([CH3:4])=[C:14]([CH3:16])[C:13]=1[CH3:17], predict the reactants needed to synthesize it.